Dataset: Catalyst prediction with 721,799 reactions and 888 catalyst types from USPTO. Task: Predict which catalyst facilitates the given reaction. (1) Reactant: [CH3:1][C:2]1([CH3:22])[O:6][C@@H:5]([CH2:7][O:8][C:9]2[CH:10]=[CH:11][C:12]([F:21])=[C:13]([C@H:15]([OH:20])[CH2:16][N+:17]([O-])=O)[CH:14]=2)[CH2:4][O:3]1. Product: [NH2:17][CH2:16][C@H:15]([C:13]1[CH:14]=[C:9]([O:8][CH2:7][C@H:5]2[CH2:4][O:3][C:2]([CH3:1])([CH3:22])[O:6]2)[CH:10]=[CH:11][C:12]=1[F:21])[OH:20]. The catalyst class is: 19. (2) Reactant: CC(C)([O-])C.[K+].[CH2:7]([O:9][C:10](=[O:26])[CH2:11][N:12]=C(C1C=CC=CC=1)C1C=CC=CC=1)[CH3:8].I[CH2:28][CH:29]1[CH2:34][CH2:33][O:32][CH2:31][CH2:30]1. Product: [CH2:7]([O:9][C:10](=[O:26])[C@H:11]([CH2:28][CH:29]1[CH2:34][CH2:33][O:32][CH2:31][CH2:30]1)[NH2:12])[CH3:8]. The catalyst class is: 7. (3) Reactant: O.O.Cl[Sn]Cl.[N+:6]([C:9]1[CH:10]=[C:11]([Cl:18])[C:12]2[S:16][CH:15]=[N:14][C:13]=2[CH:17]=1)([O-])=O.[OH-].[Na+]. Product: [NH2:6][C:9]1[CH:10]=[C:11]([Cl:18])[C:12]2[S:16][CH:15]=[N:14][C:13]=2[CH:17]=1. The catalyst class is: 33. (4) Reactant: [C:1]([O:4][C:5]1[C:10]([C:11]([CH3:14])([CH3:13])[CH3:12])=[CH:9][C:8]([O:15]C(=O)C)=[CH:7][C:6]=1[C:19]([CH3:22])([CH3:21])[CH3:20])(=[O:3])[CH3:2].[OH-].[K+].O.Cl. Product: [C:1]([O:4][C:5]1[C:10]([C:11]([CH3:13])([CH3:12])[CH3:14])=[CH:9][C:8]([OH:15])=[CH:7][C:6]=1[C:19]([CH3:22])([CH3:21])[CH3:20])(=[O:3])[CH3:2]. The catalyst class is: 5. (5) Reactant: [H-].[Na+].[CH2:3]([O:10][C:11](=[O:20])[NH:12][C:13]1[C:14]([OH:19])=[N:15][CH:16]=[CH:17][CH:18]=1)[C:4]1[CH:9]=[CH:8][CH:7]=[CH:6][CH:5]=1.Br[CH2:22][C:23]([O:25][C:26]([CH3:29])([CH3:28])[CH3:27])=[O:24]. The catalyst class is: 1. Product: [C:26]([O:25][C:23](=[O:24])[CH2:22][N:15]1[CH:16]=[CH:17][CH:18]=[C:13]([NH:12][C:11]([O:10][CH2:3][C:4]2[CH:9]=[CH:8][CH:7]=[CH:6][CH:5]=2)=[O:20])[C:14]1=[O:19])([CH3:29])([CH3:28])[CH3:27]. (6) Reactant: [H-].[Na+].[Br:3][C:4]1[CH:12]=[C:11]2[C:7]([CH:8]=[N:9][NH:10]2)=[CH:6][CH:5]=1.Cl[CH2:14][C:15]1[CH:20]=[CH:19][C:18]([O:21][CH3:22])=[CH:17][CH:16]=1. Product: [CH3:22][O:21][C:18]1[CH:19]=[CH:20][C:15]([CH2:14][N:10]2[C:11]3[C:7](=[CH:6][CH:5]=[C:4]([Br:3])[CH:12]=3)[CH:8]=[N:9]2)=[CH:16][CH:17]=1. The catalyst class is: 18. (7) Reactant: C(OC([NH:8][CH2:9][CH2:10][N:11]([CH2:13][C:14]1[C:15]([C:25]2[CH:26]=[C:27]3[C:31](=[CH:32][CH:33]=2)[N:30](C(OC(C)(C)C)=O)[N:29]=[CH:28]3)=[N:16][N:17](C2CCCCO2)[CH:18]=1)[CH3:12])=O)(C)(C)C.O.CC#N. Product: [NH2:8][CH2:9][CH2:10][N:11]([CH2:13][C:14]1[C:15]([C:25]2[CH:26]=[C:27]3[C:31](=[CH:32][CH:33]=2)[NH:30][N:29]=[CH:28]3)=[N:16][NH:17][CH:18]=1)[CH3:12]. The catalyst class is: 632.